From a dataset of NCI-60 drug combinations with 297,098 pairs across 59 cell lines. Regression. Given two drug SMILES strings and cell line genomic features, predict the synergy score measuring deviation from expected non-interaction effect. (1) Drug 1: COC1=C2C(=CC3=C1OC=C3)C=CC(=O)O2. Drug 2: C1CCC(C(C1)N)N.C(=O)(C(=O)[O-])[O-].[Pt+4]. Cell line: OVCAR-4. Synergy scores: CSS=7.43, Synergy_ZIP=-1.38, Synergy_Bliss=0.905, Synergy_Loewe=-0.916, Synergy_HSA=0.913. (2) Cell line: SK-OV-3. Drug 2: CC=C1C(=O)NC(C(=O)OC2CC(=O)NC(C(=O)NC(CSSCCC=C2)C(=O)N1)C(C)C)C(C)C. Synergy scores: CSS=20.7, Synergy_ZIP=-2.44, Synergy_Bliss=-1.96, Synergy_Loewe=-48.2, Synergy_HSA=-2.22. Drug 1: CS(=O)(=O)C1=CC(=C(C=C1)C(=O)NC2=CC(=C(C=C2)Cl)C3=CC=CC=N3)Cl. (3) Drug 1: C1C(C(OC1N2C=NC3=C(N=C(N=C32)Cl)N)CO)O. Drug 2: CC1=C(C(=CC=C1)Cl)NC(=O)C2=CN=C(S2)NC3=CC(=NC(=N3)C)N4CCN(CC4)CCO. Cell line: HOP-92. Synergy scores: CSS=31.3, Synergy_ZIP=-7.95, Synergy_Bliss=2.62, Synergy_Loewe=-0.994, Synergy_HSA=1.01. (4) Drug 1: C1=CC=C(C(=C1)C(C2=CC=C(C=C2)Cl)C(Cl)Cl)Cl. Drug 2: C1=NNC2=C1C(=O)NC=N2. Cell line: COLO 205. Synergy scores: CSS=1.01, Synergy_ZIP=-0.617, Synergy_Bliss=0.161, Synergy_Loewe=-1.07, Synergy_HSA=0.114.